This data is from Forward reaction prediction with 1.9M reactions from USPTO patents (1976-2016). The task is: Predict the product of the given reaction. Given the reactants [F:1][C:2]1[CH:18]=[CH:17][C:5]([O:6][C:7]2[CH:14]=[CH:13][C:12]([CH2:15][OH:16])=[CH:11][C:8]=2[C:9]#[N:10])=[CH:4][CH:3]=1.Cl[C:20]1[CH:32]=[C:24]2[N:25]([CH3:31])[C:26]([CH3:30])([CH3:29])[CH2:27][CH2:28][N:23]2[C:22](=[O:33])[N:21]=1, predict the reaction product. The product is: [F:1][C:2]1[CH:18]=[CH:17][C:5]([O:6][C:7]2[CH:14]=[CH:13][C:12]([CH2:15][O:16][C:20]3[CH:32]=[C:24]4[N:25]([CH3:31])[C:26]([CH3:30])([CH3:29])[CH2:27][CH2:28][N:23]4[C:22](=[O:33])[N:21]=3)=[CH:11][C:8]=2[C:9]#[N:10])=[CH:4][CH:3]=1.